From a dataset of Reaction yield outcomes from USPTO patents with 853,638 reactions. Predict the reaction yield, written as a fraction of the theoretical maximum amount of product (1.0 means a 100% yield; for example, 0.34 means a 34% yield). (1) The reactants are F[C:2]1[CH:9]=[CH:8][C:7](OC)=[CH:6][C:3]=1[C:4]#[N:5].O.[NH2:13][NH2:14]. The catalyst is CCCCO. The product is [NH:13]1[C:6]2[C:3](=[CH:2][CH:9]=[CH:8][CH:7]=2)[C:4]([NH2:5])=[N:14]1. The yield is 0.600. (2) The reactants are [N+:1]([O-:4])([OH:3])=[O:2].S(=O)(=O)(O)O.[CH3:10][C:11]1[N:12]=[C:13]([C:19]2[CH:20]=[N:21][CH:22]=[CH:23][CH:24]=2)[S:14][C:15]=1[CH2:16][CH2:17]O.[OH-].[Na+]. The catalyst is O. The product is [CH3:10][C:11]1[N:12]=[C:13]([C:19]2[CH:20]=[N:21][CH:22]=[CH:23][CH:24]=2)[S:14][C:15]=1[CH2:16][CH2:17][O:2][N+:1]([O-:4])=[O:3]. The yield is 0.410.